This data is from Forward reaction prediction with 1.9M reactions from USPTO patents (1976-2016). The task is: Predict the product of the given reaction. Given the reactants [Cl:1][C:2]1[C:7](=[O:8])[N:6]([CH3:9])[CH:5]=[C:4]([N:10]2[CH:17]([C:18]3[CH:23]=[CH:22][C:21]([Cl:24])=[CH:20][CH:19]=3)[C:16]3[C:12](=[N:13][N:14](CC4C=CC(OC)=CC=4)[CH:15]=3)[C:11]2=[O:34])[CH:3]=1, predict the reaction product. The product is: [Cl:1][C:2]1[C:7](=[O:8])[N:6]([CH3:9])[CH:5]=[C:4]([N:10]2[CH:17]([C:18]3[CH:23]=[CH:22][C:21]([Cl:24])=[CH:20][CH:19]=3)[C:16]3[C:12](=[N:13][NH:14][CH:15]=3)[C:11]2=[O:34])[CH:3]=1.